This data is from Reaction yield outcomes from USPTO patents with 853,638 reactions. The task is: Predict the reaction yield, written as a fraction of the theoretical maximum amount of product (1.0 means a 100% yield; for example, 0.34 means a 34% yield). (1) The reactants are [NH:1]1[CH:5]=[C:4]([C:6]2[CH:15]=[N:14][C:13]3[C:8](=[CH:9][CH:10]=[CH:11][CH:12]=3)[N:7]=2)[CH:3]=[N:2]1.C(=O)([O-])[O-].[Cs+].[Cs+].[I-].[Na+].Br[CH2:25][CH2:26][C@@:27]([CH3:37])([S:33]([CH3:36])(=[O:35])=[O:34])[C:28]([O:30][CH2:31][CH3:32])=[O:29]. The catalyst is C(#N)C. The product is [CH3:37][C@@:27]([S:33]([CH3:36])(=[O:34])=[O:35])([CH2:26][CH2:25][N:1]1[CH:5]=[C:4]([C:6]2[CH:15]=[N:14][C:13]3[C:8](=[CH:9][CH:10]=[CH:11][CH:12]=3)[N:7]=2)[CH:3]=[N:2]1)[C:28]([O:30][CH2:31][CH3:32])=[O:29]. The yield is 0.140. (2) The reactants are [NH:1]1[C:9]2[C:4](=[CH:5][C:6]([O:10][C:11]3[C:20]4[C:15](=[CH:16][C:17]([O:23][CH3:24])=[C:18]([O:21][CH3:22])[CH:19]=4)[N:14]=[CH:13][CH:12]=3)=[CH:7][CH:8]=2)[CH:3]=[CH:2]1.[H-].[Na+].[F:27][CH2:28][CH2:29][NH:30][C:31](=O)[O:32]C1C=CC=CC=1. No catalyst specified. The product is [F:27][CH2:28][CH2:29][NH:30][C:31]([N:1]1[C:9]2[C:4](=[CH:5][C:6]([O:10][C:11]3[C:20]4[C:15](=[CH:16][C:17]([O:23][CH3:24])=[C:18]([O:21][CH3:22])[CH:19]=4)[N:14]=[CH:13][CH:12]=3)=[CH:7][CH:8]=2)[CH:3]=[CH:2]1)=[O:32]. The yield is 0.188. (3) The reactants are N(C(C)C)C(C)C.[Li]CCCC.[Br:13][C:14]1[CH:19]=[CH:18][C:17]([NH2:20])=[C:16]([F:21])[CH:15]=1.Cl[C:23]1[C:24]([C:31]([OH:33])=[O:32])=[CH:25][N:26]([CH3:30])[C:27](=[O:29])[CH:28]=1. The catalyst is C1COCC1. The product is [Br:13][C:14]1[CH:19]=[CH:18][C:17]([NH:20][C:23]2[C:24]([C:31]([OH:33])=[O:32])=[CH:25][N:26]([CH3:30])[C:27](=[O:29])[CH:28]=2)=[C:16]([F:21])[CH:15]=1. The yield is 0.770. (4) The reactants are [Cl:1][C:2]1[CH:8]=[CH:7][C:5]([NH2:6])=[CH:4][CH:3]=1.[N:9]([O-])=O.[Na+].C([O-])(=O)C.[Na+].[C:18]([CH2:21][C:22](=[O:24])[CH3:23])(=[O:20])[CH3:19]. The catalyst is C(O)(=O)C.Cl.O.C(O)C. The product is [Cl:1][C:2]1[CH:8]=[CH:7][C:5]([NH:6][N:9]=[C:21]([C:22](=[O:24])[CH3:23])[C:18](=[O:20])[CH3:19])=[CH:4][CH:3]=1. The yield is 0.900. (5) The reactants are [CH3:1][C:2]1([C:6](O)=O)[CH2:5][CH2:4][CH2:3]1.P(Cl)(Cl)(Cl)=O.[NH2:14][NH:15][C:16]([NH2:18])=[S:17]. The product is [CH3:1][C:2]1([C:6]2[S:17][C:16]([NH2:18])=[N:15][N:14]=2)[CH2:5][CH2:4][CH2:3]1. No catalyst specified. The yield is 0.920. (6) The reactants are [CH2:1]([O:3][CH2:4][CH2:5][N:6]([S:19]([C:22]1[S:23][CH:24]=[CH:25][CH:26]=1)(=[O:21])=[O:20])[C:7]1[CH:8]=[CH:9][CH:10]=[C:11]2[C:15]=1[NH:14][C:13]([C:16]([NH2:18])=O)=[CH:12]2)[CH3:2].COC1C=CC(P2(SP(C3C=CC(OC)=CC=3)(=S)S2)=[S:36])=CC=1. The catalyst is O1CCCC1. The product is [CH2:1]([O:3][CH2:4][CH2:5][N:6]([S:19]([C:22]1[S:23][CH:24]=[CH:25][CH:26]=1)(=[O:21])=[O:20])[C:7]1[CH:8]=[CH:9][CH:10]=[C:11]2[C:15]=1[NH:14][C:13]([C:16](=[S:36])[NH2:18])=[CH:12]2)[CH3:2]. The yield is 0.580. (7) The reactants are [CH:1]1([CH:7]=O)[CH2:6][CH2:5][CH2:4][CH2:3][CH2:2]1.[C:9]([CH2:11][C:12]([O:14]C)=O)#[N:10].[NH2:16][C:17]([NH2:19])=[S:18].N1CCCCC1. The catalyst is C(O)C. The product is [CH:1]1([C:7]2[N:16]=[C:17]([SH:18])[NH:19][C:12](=[O:14])[C:11]=2[C:9]#[N:10])[CH2:2][CH2:3][CH2:4][CH2:5][CH2:6]1. The yield is 0.510. (8) The reactants are Br[C:2](Br)=[CH:3][CH2:4][CH:5]([N:8]1[CH:12]=[C:11]([C:13]2[C:14]3[CH:21]=[CH:20][N:19]([CH2:22][O:23][CH2:24][CH2:25][Si:26]([CH3:29])([CH3:28])[CH3:27])[C:15]=3[N:16]=[CH:17][N:18]=2)[CH:10]=[N:9]1)[CH2:6][CH3:7].C1COCC1.C([Li])CCC.O.Cl. The catalyst is CCCCCC. The product is [CH2:6]([CH:5]([N:8]1[CH:12]=[C:11]([C:13]2[C:14]3[CH:21]=[CH:20][N:19]([CH2:22][O:23][CH2:24][CH2:25][Si:26]([CH3:28])([CH3:29])[CH3:27])[C:15]=3[N:16]=[CH:17][N:18]=2)[CH:10]=[N:9]1)[CH2:4][C:3]#[CH:2])[CH3:7]. The yield is 0.800. (9) The reactants are [CH2:1]([O:8][CH2:9][C@H:10]([NH:13][C:14]([C:27]1[CH:32]=[CH:31][CH:30]=[CH:29][CH:28]=1)([C:21]1[CH:26]=[CH:25][CH:24]=[CH:23][CH:22]=1)[C:15]1[CH:20]=[CH:19][CH:18]=[CH:17][CH:16]=1)[CH2:11][OH:12])[C:2]1[CH:7]=[CH:6][CH:5]=[CH:4][CH:3]=1.C(N(CC)CC)C.[Si:40](Cl)([C:43]([CH3:46])([CH3:45])[CH3:44])([CH3:42])[CH3:41]. The catalyst is C(Cl)Cl.CN(C1C=CN=CC=1)C. The product is [CH2:1]([O:8][CH2:9][C@H:10]([NH:13][C:14]([C:27]1[CH:32]=[CH:31][CH:30]=[CH:29][CH:28]=1)([C:21]1[CH:22]=[CH:23][CH:24]=[CH:25][CH:26]=1)[C:15]1[CH:16]=[CH:17][CH:18]=[CH:19][CH:20]=1)[CH2:11][O:12][Si:40]([C:43]([CH3:46])([CH3:45])[CH3:44])([CH3:42])[CH3:41])[C:2]1[CH:3]=[CH:4][CH:5]=[CH:6][CH:7]=1. The yield is 0.100.